This data is from Full USPTO retrosynthesis dataset with 1.9M reactions from patents (1976-2016). The task is: Predict the reactants needed to synthesize the given product. Given the product [C:8]1([CH:3]2[CH2:4][CH2:5][CH2:6][C:1](=[O:7])[CH2:2]2)[CH:13]=[CH:12][CH:11]=[CH:10][CH:9]=1, predict the reactants needed to synthesize it. The reactants are: [C:1]1(=[O:7])[CH2:6][CH2:5][CH2:4][CH:3]=[CH:2]1.[C:8]1(B(O)O)[CH:13]=[CH:12][CH:11]=[CH:10][CH:9]=1.